From a dataset of Ames mutagenicity test results for genotoxicity prediction. Regression/Classification. Given a drug SMILES string, predict its toxicity properties. Task type varies by dataset: regression for continuous values (e.g., LD50, hERG inhibition percentage) or binary classification for toxic/non-toxic outcomes (e.g., AMES mutagenicity, cardiotoxicity, hepatotoxicity). Dataset: ames. The compound is Fc1c(F)c(F)c(Cl)c(F)c1F. The result is 0 (non-mutagenic).